Dataset: Catalyst prediction with 721,799 reactions and 888 catalyst types from USPTO. Task: Predict which catalyst facilitates the given reaction. (1) Reactant: [O:1]1[CH2:6][CH2:5][N:4]([C:7](=[O:29])[CH2:8][C@@H:9]([NH:18]C(=O)OCC2C=CC=CC=2)[CH2:10][S:11][C:12]2[CH:17]=[CH:16][CH:15]=[CH:14][CH:13]=2)[CH2:3][CH2:2]1. Product: [NH2:18][C@@H:9]([CH2:10][S:11][C:12]1[CH:17]=[CH:16][CH:15]=[CH:14][CH:13]=1)[CH2:8][C:7]([N:4]1[CH2:5][CH2:6][O:1][CH2:2][CH2:3]1)=[O:29]. The catalyst class is: 570. (2) Reactant: [C:1]([O:8][CH3:9])(=[O:7])/[CH:2]=[CH:3]/[C:4]([OH:6])=[O:5].[C:10]([O:18][CH2:19][CH2:20]Cl)(=[O:17])[C:11]1[CH:16]=[CH:15][CH:14]=[CH:13][CH:12]=1. Product: [C:1]([O:8][CH3:9])(=[O:7])/[CH:2]=[CH:3]/[C:4]([O:6][CH2:20][CH2:19][O:18][C:10]([C:11]1[CH:16]=[CH:15][CH:14]=[CH:13][CH:12]=1)=[O:17])=[O:5]. The catalyst class is: 37. (3) Reactant: [F:1][C:2]1[CH:7]=[C:6]([N+:8]([O-:10])=[O:9])[CH:5]=[CH:4][C:3]=1[N:11]1[CH2:16][CH2:15][NH:14][CH:13]([CH3:17])[CH2:12]1.[CH2:18]=O. Product: [CH3:18][N:14]1[CH2:15][CH2:16][N:11]([C:3]2[CH:4]=[CH:5][C:6]([N+:8]([O-:10])=[O:9])=[CH:7][C:2]=2[F:1])[CH2:12][CH:13]1[CH3:17]. The catalyst class is: 106. (4) Reactant: C(O)=O.C(O)=O.[N:7]1([CH2:14][CH2:15][CH2:16][O:17][C:18]2[CH:23]=[CH:22][C:21]([CH2:24][CH2:25][CH2:26][CH2:27][N:28]3[CH2:32][CH2:31][CH2:30][C@@H:29]3[CH2:33][N:34]3[N:43]=[C:42]([CH2:44][C:45]4[CH:50]=[CH:49][C:48]([O:51]C)=[CH:47][CH:46]=4)[C:41]4[C:36](=[CH:37][CH:38]=[CH:39][CH:40]=4)[C:35]3=[O:53])=[CH:20][CH:19]=2)[CH2:13][CH2:12][CH2:11][CH2:10][CH2:9][CH2:8]1.B(Br)(Br)Br. Product: [N:7]1([CH2:14][CH2:15][CH2:16][O:17][C:18]2[CH:23]=[CH:22][C:21]([CH2:24][CH2:25][CH2:26][CH2:27][N:28]3[CH2:32][CH2:31][CH2:30][C@@H:29]3[CH2:33][N:34]3[N:43]=[C:42]([CH2:44][C:45]4[CH:46]=[CH:47][C:48]([OH:51])=[CH:49][CH:50]=4)[C:41]4[C:36](=[CH:37][CH:38]=[CH:39][CH:40]=4)[C:35]3=[O:53])=[CH:20][CH:19]=2)[CH2:8][CH2:9][CH2:10][CH2:11][CH2:12][CH2:13]1. The catalyst class is: 2. (5) Reactant: [CH3:1][C@H:2]1[N:7]([C:8]([O:10][CH2:11][C:12]2[CH:17]=[CH:16][CH:15]=[CH:14][CH:13]=2)=[O:9])[CH2:6][C@@H:5]([C:18]([O:20]C)=[O:19])[CH2:4][CH2:3]1.[Li+].[OH-].O. Product: [CH2:11]([O:10][C:8]([N:7]1[C@H:2]([CH3:1])[CH2:3][CH2:4][C@H:5]([C:18]([OH:20])=[O:19])[CH2:6]1)=[O:9])[C:12]1[CH:13]=[CH:14][CH:15]=[CH:16][CH:17]=1. The catalyst class is: 20. (6) Reactant: [Br:1][C:2]1[C:19]([C:20]([F:23])([F:22])[F:21])=[CH:18][C:5]2[O:6][CH2:7][C:8](=O)[N:9]([CH:10]([CH3:16])[C:11](OCC)=[O:12])[C:4]=2[CH:3]=1.COC1C=CC(P2(SP(C3C=CC(OC)=CC=3)(=S)S2)=S)=CC=1.O.[NH2:47][NH2:48]. Product: [Br:1][C:2]1[CH:3]=[C:4]2[C:5](=[CH:18][C:19]=1[C:20]([F:23])([F:22])[F:21])[O:6][CH2:7][C:8]1[N:9]2[CH:10]([CH3:16])[C:11](=[O:12])[NH:47][N:48]=1. The catalyst class is: 11. (7) Reactant: [OH:1][S:2]([C:5](F)(F)F)(=[O:4])=[O:3].[CH3:9][C:10]1[CH:17]=[CH:16][C:13]([CH:14]=C)=[CH:12][CH:11]=1.O.C(#[N:21])C. Product: [NH2:21][CH:14]([C:13]1[CH:16]=[CH:17][C:10]([CH3:9])=[CH:11][CH:12]=1)[CH2:5][S:2]([OH:1])(=[O:4])=[O:3]. The catalyst class is: 33. (8) Reactant: [Br:1][C:2]1[CH:10]=[CH:9][C:5]([C:6](O)=[O:7])=[C:4]([Cl:11])[CH:3]=1.C(N(CC)C(C)C)(C)C.CN([C:24]([O:28][N:29]1N=NC2C=CC=C[C:30]1=2)=[N+](C)C)C.[B-](F)(F)(F)F.CN(C)O. Product: [Br:1][C:2]1[CH:10]=[CH:9][C:5]([C:6]([N:29]([O:28][CH3:24])[CH3:30])=[O:7])=[C:4]([Cl:11])[CH:3]=1. The catalyst class is: 215. (9) Reactant: Br[C:2]1[C:3]2[CH:4]=[CH:5][C:6]3[N:7]([CH:15]=[C:16]([C:18]4[O:19][CH:20]=[N:21][N:22]=4)[N:17]=3)[C:8]=2[N:9]=[C:10]([CH:12]([CH3:14])[CH3:13])[CH:11]=1.[O-]P([O-])([O-])=O.[K+].[K+].[K+].[C:31]1(B(O)O)[CH:36]=[CH:35][CH:34]=[CH:33][CH:32]=1. Product: [C:31]1([C:2]2[C:3]3[CH:4]=[CH:5][C:6]4[N:7]([CH:15]=[C:16]([C:18]5[O:19][CH:20]=[N:21][N:22]=5)[N:17]=4)[C:8]=3[N:9]=[C:10]([CH:12]([CH3:14])[CH3:13])[CH:11]=2)[CH:36]=[CH:35][CH:34]=[CH:33][CH:32]=1. The catalyst class is: 38. (10) Reactant: O/[N:2]=[C:3](/[C:5]1[S:9][C:8]([C:10]([O:12][CH3:13])=[O:11])=[CH:7][CH:6]=1)\[CH3:4].[ClH:14]. Product: [ClH:14].[NH2:2][CH:3]([C:5]1[S:9][C:8]([C:10]([O:12][CH3:13])=[O:11])=[CH:7][CH:6]=1)[CH3:4]. The catalyst class is: 105.